From a dataset of Reaction yield outcomes from USPTO patents with 853,638 reactions. Predict the reaction yield, written as a fraction of the theoretical maximum amount of product (1.0 means a 100% yield; for example, 0.34 means a 34% yield). (1) The reactants are [F:1][C:2]([CH3:35])([CH3:34])[CH2:3][N:4]1[CH2:9][CH2:8][CH:7]([CH2:10][O:11][C:12]2[CH:17]=[CH:16][C:15]([C:18]3[C:19](C(N4CCC[C@@H]4C(O)=O)=O)=[CH:20][CH:21]=[CH:22][CH:23]=3)=[CH:14][CH:13]=2)[CH2:6][CH2:5]1.[NH4+].[Cl-].[CH2:38](Cl)[CH2:39]Cl.C1C=CC2N([OH:51])N=NC=2C=1.CC[N:54]([CH:58](C)C)C(C)C.[CH3:61][N:62]([CH:64]=[O:65])[CH3:63]. The product is [F:1][C:2]([CH3:35])([CH3:34])[CH2:3][N:4]1[CH2:9][CH2:8][CH:7]([CH2:10][O:11][C:12]2[CH:17]=[CH:16][C:15]([C:18]3[C:23]([C:64]([N:62]4[CH2:63][CH2:39][CH2:38][C@@H:61]4[C:58]([NH2:54])=[O:51])=[O:65])=[CH:22][CH:21]=[CH:20][CH:19]=3)=[CH:14][CH:13]=2)[CH2:6][CH2:5]1. The catalyst is CCOC(C)=O. The yield is 0.370. (2) The reactants are [N:1]1([C:7]2[CH:12]=[CH:11][C:10]([NH:13][C:14]([C:16]3[CH:25]=[C:24]([N:26]([CH3:28])[CH3:27])[C:23]4[C:18](=[C:19](Br)[CH:20]=[C:21]([O:29][CH3:30])[CH:22]=4)[N:17]=3)=[O:15])=[CH:9][CH:8]=2)[CH2:6][CH2:5][O:4][CH2:3][CH2:2]1.[CH3:32][N:33]1[CH2:38][CH2:37][NH:36][CH2:35][CH2:34]1.C1C=CC(P(C2C(C3C(P(C4C=CC=CC=4)C4C=CC=CC=4)=CC=C4C=3C=CC=C4)=C3C(C=CC=C3)=CC=2)C2C=CC=CC=2)=CC=1.C(=O)([O-])[O-].[Cs+].[Cs+]. The catalyst is C1(C)C=CC=CC=1. The product is [N:1]1([C:7]2[CH:12]=[CH:11][C:10]([NH:13][C:14]([C:16]3[CH:25]=[C:24]([N:26]([CH3:28])[CH3:27])[C:23]4[C:18](=[C:19]([N:36]5[CH2:37][CH2:38][N:33]([CH3:32])[CH2:34][CH2:35]5)[CH:20]=[C:21]([O:29][CH3:30])[CH:22]=4)[N:17]=3)=[O:15])=[CH:9][CH:8]=2)[CH2:6][CH2:5][O:4][CH2:3][CH2:2]1. The yield is 0.670. (3) The reactants are [CH3:1][N:2]1[CH2:7][CH2:6][N:5]([C:8]2[N:13]3[CH:14]=[C:15]([CH2:17][N:18]4[C@H:31]5[C@H:22]([CH2:23][CH2:24][C:25]6[C:30]5=[N:29][CH:28]=[CH:27][CH:26]=6)[CH2:21][CH2:20][CH2:19]4)[N:16]=[C:12]3[CH:11]=[CH:10][CH:9]=2)[CH2:4][CH2:3]1.[C:32](O)(=[O:34])C.C(=O)(O)[O-].[Na+]. The catalyst is C=O. The product is [N:18]1([CH2:17][C:15]2[N:16]=[C:12]3[CH:11]=[CH:10][CH:9]=[C:8]([N:5]4[CH2:4][CH2:3][N:2]([CH3:1])[CH2:7][CH2:6]4)[N:13]3[C:14]=2[CH2:32][OH:34])[C@H:31]2[C@H:22]([CH2:23][CH2:24][C:25]3[C:30]2=[N:29][CH:28]=[CH:27][CH:26]=3)[CH2:21][CH2:20][CH2:19]1. The yield is 0.800. (4) The reactants are [C:1]1([C:7]2[N:11]3[CH2:12][CH2:13][N:14]([C:16]([O:18][C:19]([CH3:22])([CH3:21])[CH3:20])=[O:17])[CH2:15][C:10]3=[C:9]([C:23]([O:25]C)=[O:24])[N:8]=2)[CH:6]=[CH:5][CH:4]=[CH:3][CH:2]=1.[Li+].[OH-].C(O)C. The catalyst is C1COCC1. The product is [C:19]([O:18][C:16]([N:14]1[CH2:13][CH2:12][N:11]2[C:7]([C:1]3[CH:6]=[CH:5][CH:4]=[CH:3][CH:2]=3)=[N:8][C:9]([C:23]([OH:25])=[O:24])=[C:10]2[CH2:15]1)=[O:17])([CH3:22])([CH3:20])[CH3:21]. The yield is 1.00.